This data is from Forward reaction prediction with 1.9M reactions from USPTO patents (1976-2016). The task is: Predict the product of the given reaction. (1) Given the reactants [Cl:1][C:2]1[CH:3]=[C:4]([CH2:20][C:21]([O:23]CC)=[O:22])[CH:5]=[CH:6][C:7]=1[NH:8][C:9]([C:11]1[C:19]2[C:14](=[CH:15][CH:16]=[CH:17][CH:18]=2)[NH:13][CH:12]=1)=[O:10].[OH-].[Na+], predict the reaction product. The product is: [Cl:1][C:2]1[CH:3]=[C:4]([CH2:20][C:21]([OH:23])=[O:22])[CH:5]=[CH:6][C:7]=1[NH:8][C:9]([C:11]1[C:19]2[C:14](=[CH:15][CH:16]=[CH:17][CH:18]=2)[NH:13][CH:12]=1)=[O:10]. (2) Given the reactants [Cl:1][C:2]1[CH:3]=[C:4]([N:8]2[CH:12]=[C:11]([CH:13]=[O:14])[C:10]([CH3:15])=[N:9]2)[CH:5]=[CH:6][CH:7]=1.[CH:16]1([Mg]Br)[CH2:21][CH2:20][CH2:19][CH2:18][CH2:17]1, predict the reaction product. The product is: [CH:16]1([CH:13]([C:11]2[C:10]([CH3:15])=[N:9][N:8]([C:4]3[CH:5]=[CH:6][CH:7]=[C:2]([Cl:1])[CH:3]=3)[CH:12]=2)[OH:14])[CH2:21][CH2:20][CH2:19][CH2:18][CH2:17]1. (3) Given the reactants [CH3:1][N:2]1[C:6]([CH2:7]O)=[N:5][CH:4]=[N:3]1.O=S(Cl)[Cl:11], predict the reaction product. The product is: [ClH:11].[Cl:11][CH2:7][C:6]1[N:2]([CH3:1])[N:3]=[CH:4][N:5]=1. (4) Given the reactants Br[C:2]1[N:7]=[CH:6][C:5]([NH:8][C:9](=[O:14])[C:10]([CH3:13])([CH3:12])[CH3:11])=[C:4]([CH3:15])[CH:3]=1.C1(P(C2CCCCC2)C2C=CC=CC=2C2C(C(C)C)=CC(C(C)C)=CC=2C(C)C)CCCCC1.CC(C1C=C(C(C)C)C(C2C=CC=CC=2P(C2CCCCC2)C2CCCCC2)=C(C(C)C)C=1)C.[Cl-].[C:85]([O:89][C:90](=[O:93])[CH2:91][Zn+])([CH3:88])([CH3:87])[CH3:86].[NH4+].[Cl-].[Cl-].[Na+].O, predict the reaction product. The product is: [CH3:15][C:4]1[C:5]([NH:8][C:9](=[O:14])[C:10]([CH3:13])([CH3:12])[CH3:11])=[CH:6][N:7]=[C:2]([CH2:91][C:90]([O:89][C:85]([CH3:88])([CH3:87])[CH3:86])=[O:93])[CH:3]=1. (5) Given the reactants C([O:8][CH2:9][C@H:10]1[N:42]([CH3:43])[C:41](=[O:44])[C@H:40]([C@H:45]([OH:47])[CH3:46])[NH:39][C:38](=[O:48])[C@H:37]([C@H:49]([OH:56])[C@H:50]([CH3:55])[CH2:51][CH2:52][CH2:53][CH3:54])[N:36]([CH3:57])[C:35](=[O:58])[C@H:34]([CH:59]([CH3:61])[CH3:60])[N:33]([CH3:62])[C:32](=[O:63])[C@H:31]([CH2:64][CH:65]([CH3:67])[CH3:66])[NH:30][C:29](=[O:68])[C@H:28]([CH2:69][CH:70]([CH3:72])[CH3:71])[N:27]([CH3:73])[C:26](=[O:74])[C@@H:25]([CH3:75])[NH:24][C:23](=[O:76])[C@H:22]([CH3:77])[NH:21][C:20](=[O:78])[C@H:19]([CH2:79][CH:80]([CH3:82])[CH3:81])[N:18]([CH3:83])[C:17](=[O:84])[C@H:16]([CH2:85][CH:86]([CH3:88])[CH3:87])[NH:15][C:14](=[O:89])[C@H:13]([CH2:90][CH:91]([CH3:93])[CH3:92])[N:12]([CH3:94])[C:11]1=[O:95])C1C=CC=CC=1, predict the reaction product. The product is: [OH:47][C@@H:45]([C@@H:40]1[NH:39][C:38](=[O:48])[C@H:37]([C@H:49]([OH:56])[C@H:50]([CH3:55])[CH2:51][CH2:52][CH2:53][CH3:54])[N:36]([CH3:57])[C:35](=[O:58])[C@H:34]([CH:59]([CH3:60])[CH3:61])[N:33]([CH3:62])[C:32](=[O:63])[C@H:31]([CH2:64][CH:65]([CH3:67])[CH3:66])[NH:30][C:29](=[O:68])[C@H:28]([CH2:69][CH:70]([CH3:71])[CH3:72])[N:27]([CH3:73])[C:26](=[O:74])[C@@H:25]([CH3:75])[NH:24][C:23](=[O:76])[C@H:22]([CH3:77])[NH:21][C:20](=[O:78])[C@H:19]([CH2:79][CH:80]([CH3:81])[CH3:82])[N:18]([CH3:83])[C:17](=[O:84])[C@H:16]([CH2:85][CH:86]([CH3:88])[CH3:87])[NH:15][C:14](=[O:89])[C@H:13]([CH2:90][CH:91]([CH3:93])[CH3:92])[N:12]([CH3:94])[C:11](=[O:95])[C@@H:10]([CH2:9][OH:8])[N:42]([CH3:43])[C:41]1=[O:44])[CH3:46]. (6) Given the reactants CN(C(ON1N=N[C:11]2[CH:12]=[CH:13][CH:14]=[N:15][C:10]1=2)=[N+](C)C)C.F[P-](F)(F)(F)(F)F.C(N(C(C)C)CC)(C)C.[F:34][C:35]1[CH:40]=[CH:39][CH:38]=[CH:37][C:36]=1[C:41]1[CH:42]=[N:43][C:44]([N:47]2[C:55]3[C:50](=[CH:51][CH:52]=[C:53]([C:56]([OH:58])=O)[CH:54]=3)[C:49]([S:59]([CH3:61])=[O:60])=[CH:48]2)=[N:45][CH:46]=1.[CH3:62][O:63][CH2:64][C@@H]1CCCN1, predict the reaction product. The product is: [F:34][C:35]1[CH:40]=[CH:39][CH:38]=[CH:37][C:36]=1[C:41]1[CH:46]=[N:45][C:44]([N:47]2[C:55]3[C:50](=[CH:51][CH:52]=[C:53]([C:56]([N:15]4[CH2:14][CH2:13][CH2:12][C@H:10]4[CH2:11][CH2:62][O:63][CH3:64])=[O:58])[CH:54]=3)[C:49]([S:59]([CH3:61])=[O:60])=[CH:48]2)=[N:43][CH:42]=1.